This data is from NCI-60 drug combinations with 297,098 pairs across 59 cell lines. The task is: Regression. Given two drug SMILES strings and cell line genomic features, predict the synergy score measuring deviation from expected non-interaction effect. (1) Drug 1: CC1=C(N=C(N=C1N)C(CC(=O)N)NCC(C(=O)N)N)C(=O)NC(C(C2=CN=CN2)OC3C(C(C(C(O3)CO)O)O)OC4C(C(C(C(O4)CO)O)OC(=O)N)O)C(=O)NC(C)C(C(C)C(=O)NC(C(C)O)C(=O)NCCC5=NC(=CS5)C6=NC(=CS6)C(=O)NCCC[S+](C)C)O. Drug 2: CCC1(CC2CC(C3=C(CCN(C2)C1)C4=CC=CC=C4N3)(C5=C(C=C6C(=C5)C78CCN9C7C(C=CC9)(C(C(C8N6C)(C(=O)OC)O)OC(=O)C)CC)OC)C(=O)OC)O.OS(=O)(=O)O. Cell line: DU-145. Synergy scores: CSS=39.6, Synergy_ZIP=1.34, Synergy_Bliss=-0.178, Synergy_Loewe=-1.71, Synergy_HSA=-0.762. (2) Drug 1: C1=CN(C(=O)N=C1N)C2C(C(C(O2)CO)O)O.Cl. Drug 2: CCC1(CC2CC(C3=C(CCN(C2)C1)C4=CC=CC=C4N3)(C5=C(C=C6C(=C5)C78CCN9C7C(C=CC9)(C(C(C8N6C)(C(=O)OC)O)OC(=O)C)CC)OC)C(=O)OC)O.OS(=O)(=O)O. Cell line: HL-60(TB). Synergy scores: CSS=50.7, Synergy_ZIP=-11.9, Synergy_Bliss=-16.5, Synergy_Loewe=-14.4, Synergy_HSA=-13.9. (3) Drug 1: COC1=NC(=NC2=C1N=CN2C3C(C(C(O3)CO)O)O)N. Drug 2: C(CN)CNCCSP(=O)(O)O. Cell line: NCI-H226. Synergy scores: CSS=-4.58, Synergy_ZIP=3.47, Synergy_Bliss=3.86, Synergy_Loewe=-2.11, Synergy_HSA=-2.76. (4) Drug 1: C1CC(=O)NC(=O)C1N2C(=O)C3=CC=CC=C3C2=O. Drug 2: N.N.Cl[Pt+2]Cl. Cell line: OVCAR-5. Synergy scores: CSS=41.4, Synergy_ZIP=0.559, Synergy_Bliss=1.28, Synergy_Loewe=-8.88, Synergy_HSA=0.732. (5) Drug 1: CS(=O)(=O)OCCCCOS(=O)(=O)C. Drug 2: C(CCl)NC(=O)N(CCCl)N=O. Cell line: SW-620. Synergy scores: CSS=17.7, Synergy_ZIP=-7.13, Synergy_Bliss=-2.01, Synergy_Loewe=-2.62, Synergy_HSA=-0.887. (6) Drug 1: CC12CCC(CC1=CCC3C2CCC4(C3CC=C4C5=CN=CC=C5)C)O. Drug 2: CCCS(=O)(=O)NC1=C(C(=C(C=C1)F)C(=O)C2=CNC3=C2C=C(C=N3)C4=CC=C(C=C4)Cl)F. Cell line: M14. Synergy scores: CSS=45.1, Synergy_ZIP=3.00, Synergy_Bliss=1.93, Synergy_Loewe=-11.5, Synergy_HSA=1.91. (7) Drug 2: CC1=C2C(C(=O)C3(C(CC4C(C3C(C(C2(C)C)(CC1OC(=O)C(C(C5=CC=CC=C5)NC(=O)OC(C)(C)C)O)O)OC(=O)C6=CC=CC=C6)(CO4)OC(=O)C)OC)C)OC. Synergy scores: CSS=44.1, Synergy_ZIP=5.78, Synergy_Bliss=6.04, Synergy_Loewe=-30.4, Synergy_HSA=3.18. Drug 1: C1CCN(CC1)CCOC2=CC=C(C=C2)C(=O)C3=C(SC4=C3C=CC(=C4)O)C5=CC=C(C=C5)O. Cell line: NCIH23. (8) Drug 1: CCC1(C2=C(COC1=O)C(=O)N3CC4=CC5=C(C=CC(=C5CN(C)C)O)N=C4C3=C2)O.Cl. Drug 2: CC12CCC3C(C1CCC2OP(=O)(O)O)CCC4=C3C=CC(=C4)OC(=O)N(CCCl)CCCl.[Na+]. Cell line: BT-549. Synergy scores: CSS=18.3, Synergy_ZIP=-12.1, Synergy_Bliss=-5.48, Synergy_Loewe=-21.2, Synergy_HSA=-4.57.